Dataset: Reaction yield outcomes from USPTO patents with 853,638 reactions. Task: Predict the reaction yield, written as a fraction of the theoretical maximum amount of product (1.0 means a 100% yield; for example, 0.34 means a 34% yield). (1) The reactants are [CH3:1][O:2][C:3]1[CH:8]=[CH:7][C:6]([CH2:9][C:10](O)=[O:11])=[CH:5][C:4]=1[CH3:13].CO.CCOC(C)=O.CCCCCCC. The catalyst is O1CCCC1. The product is [CH3:1][O:2][C:3]1[CH:8]=[CH:7][C:6]([CH2:9][CH2:10][OH:11])=[CH:5][C:4]=1[CH3:13]. The yield is 1.07. (2) The reactants are [C:1]([NH:8][C@H:9]([C:21]([OH:23])=[O:22])[CH2:10][C:11]1[C:19]2[C:14](=[CH:15][CH:16]=[C:17]([OH:20])[CH:18]=2)[NH:13][CH:12]=1)([O:3][C:4]([CH3:7])([CH3:6])[CH3:5])=[O:2].IC.[CH3:26]COC(C)=O. The catalyst is CN(C=O)C. The product is [CH3:26][O:22][C:21](=[O:23])[C@@H:9]([NH:8][C:1]([O:3][C:4]([CH3:5])([CH3:7])[CH3:6])=[O:2])[CH2:10][C:11]1[C:19]2[C:14](=[CH:15][CH:16]=[C:17]([OH:20])[CH:18]=2)[NH:13][CH:12]=1. The yield is 0.730. (3) The reactants are Br[C:2]1[S:6][C:5]([NH2:7])=[N:4][CH:3]=1.C([O-])([O-])=O.[K+].[K+].[CH2:14]([O:16][C:17](=[O:21])[CH2:18][CH2:19][SH:20])[CH3:15].O. The catalyst is CN(C=O)C. The product is [CH2:14]([O:16][C:17](=[O:21])[CH2:18][CH2:19][S:20][C:2]1[S:6][C:5]([NH2:7])=[N:4][CH:3]=1)[CH3:15]. The yield is 0.490. (4) The reactants are [F:1][C:2]1([S:16]([C:19]2[CH:24]=[CH:23][CH:22]=[C:21]([C:25]([F:28])([F:27])[F:26])[CH:20]=2)(=[O:18])=[O:17])[CH2:7][CH2:6][C:5](=[N:8][CH2:9][C:10]2[CH:15]=[CH:14][CH:13]=[CH:12][CH:11]=2)[CH2:4][CH2:3]1.B(F)(F)F.[CH3:33]COCC.[Li]C. The catalyst is C1COCC1. The product is [CH2:9]([NH:8][C:5]1([CH3:33])[CH2:4][CH2:3][C:2]([F:1])([S:16]([C:19]2[CH:24]=[CH:23][CH:22]=[C:21]([C:25]([F:26])([F:27])[F:28])[CH:20]=2)(=[O:18])=[O:17])[CH2:7][CH2:6]1)[C:10]1[CH:11]=[CH:12][CH:13]=[CH:14][CH:15]=1. The yield is 0.430. (5) The reactants are [Cl-:1].[Al+3].[Cl-].[Cl-].NC(N)=S.Cl.C[O:11][C:12]1[CH:21]=[CH:20][CH:19]=[C:18]2[C:13]=1[CH2:14][CH2:15][C@H:16]([N:22]([CH2:30][CH2:31][CH3:32])[CH2:23][CH2:24][C:25]1[S:26][CH:27]=[CH:28][CH:29]=1)[CH2:17]2.N. The catalyst is O.C1(C)C=CC=CC=1. The product is [CH3:32][CH2:31][CH2:30][N:22]([C@@H:16]1[CH2:17][C:18]2[CH:19]=[CH:20][CH:21]=[C:12]([OH:11])[C:13]=2[CH2:14][CH2:15]1)[CH2:23][CH2:24][C:25]1[S:26][CH:27]=[CH:28][CH:29]=1.[ClH:1]. The yield is 0.820. (6) The reactants are [C:1]([NH:9][C:10]1[C:11]2[N:12]=[CH:13][N:14]([C:33]=2[N:34]=[CH:35][N:36]=1)[C@@H:15]1[O:32][C@H:22]([CH2:23][O:24][Si](C(C)(C)C)(C)C)[C@@H:17]([O:18][CH2:19]SC)[CH2:16]1)(=[O:8])[C:2]1[CH:7]=[CH:6][CH:5]=[CH:4][CH:3]=1.C1CCCCC=1.C(NC1C2N=CN(C=2N=CN=1)[C@@H]1O[C@H](CO[Si](C(C)(C)C)(C)C)[C@@H](O)C1)(=O)C1C=CC=CC=1.[N-:76]=[N+:77]=[N-:78].[Na+].[NH4+].[F-]. The catalyst is C(Cl)Cl. The product is [C:1]([NH:9][C:10]1[C:11]2[N:12]=[CH:13][N:14]([C:33]=2[N:34]=[CH:35][N:36]=1)[C@@H:15]1[O:32][C@H:22]([CH2:23][OH:24])[C@@H:17]([O:18][CH2:19][N:76]=[N+:77]=[N-:78])[CH2:16]1)(=[O:8])[C:2]1[CH:7]=[CH:6][CH:5]=[CH:4][CH:3]=1. The yield is 0.480. (7) The reactants are Cl.O1CCOCC1.C(OC([NH:15][C:16]1[CH:17]=[N:18][CH:19]=[CH:20][C:21]=1[C@@H:22]1[CH2:27][C@H:26]([NH:28][C:29](=[O:35])[O:30][C:31]([CH3:34])([CH3:33])[CH3:32])[C@H:25]([N:36]=[N+:37]=[N-:38])[C@H:24]([CH3:39])[CH2:23]1)=O)(C)(C)C.CC(OC(OC(OC(C)(C)C)=O)=O)(C)C. The catalyst is C(Cl)Cl. The product is [NH2:15][C:16]1[CH:17]=[N:18][CH:19]=[CH:20][C:21]=1[C@@H:22]1[CH2:27][C@H:26]([NH:28][C:29](=[O:35])[O:30][C:31]([CH3:34])([CH3:33])[CH3:32])[C@H:25]([N:36]=[N+:37]=[N-:38])[C@H:24]([CH3:39])[CH2:23]1. The yield is 0.980.